Dataset: Full USPTO retrosynthesis dataset with 1.9M reactions from patents (1976-2016). Task: Predict the reactants needed to synthesize the given product. (1) Given the product [CH:23]1([N:9]([CH:6]2[CH2:5][CH2:4][N:3]([C:1]3[O:26][N:27]=[C:28]([C:30]4[CH:35]=[CH:34][CH:33]=[CH:32][N:31]=4)[N:2]=3)[CH2:8][CH2:7]2)[C:10](=[O:22])[C:11]2[CH:12]=[CH:13][C:14]([C:17]3[O:21][CH:20]=[N:19][CH:18]=3)=[CH:15][CH:16]=2)[CH2:25][CH2:24]1, predict the reactants needed to synthesize it. The reactants are: [C:1]([N:3]1[CH2:8][CH2:7][CH:6]([N:9]([CH:23]2[CH2:25][CH2:24]2)[C:10](=[O:22])[C:11]2[CH:16]=[CH:15][C:14]([C:17]3[O:21][CH:20]=[N:19][CH:18]=3)=[CH:13][CH:12]=2)[CH2:5][CH2:4]1)#[N:2].[OH:26][NH:27][C:28]([C:30]1[CH:35]=[CH:34][CH:33]=[CH:32][N:31]=1)=N. (2) Given the product [CH3:1][O:2][C:3]1[CH:9]=[CH:8][C:6]([N:7]=[CH:14][C:13]([O:17][CH2:18][CH3:19])=[O:16])=[C:5]([N+:10]([O-:12])=[O:11])[CH:4]=1, predict the reactants needed to synthesize it. The reactants are: [CH3:1][O:2][C:3]1[CH:9]=[CH:8][C:6]([NH2:7])=[C:5]([N+:10]([O-:12])=[O:11])[CH:4]=1.[C:13]([O:17][CH2:18][CH3:19])(=[O:16])[CH:14]=O. (3) Given the product [Br:1][C:2]1[C:7]([F:8])=[CH:6][C:5]([CH2:9][CH2:10][C:11]([OH:13])=[O:12])=[C:4]([F:14])[CH:3]=1, predict the reactants needed to synthesize it. The reactants are: [Br:1][C:2]1[C:7]([F:8])=[CH:6][C:5]([CH:9]=[CH:10][C:11]([OH:13])=[O:12])=[C:4]([F:14])[CH:3]=1. (4) Given the product [CH:34]1([CH:12]([N:13]2[C:17]3[CH:18]=[C:19]([F:23])[C:20]([F:22])=[CH:21][C:16]=3[N:15]=[C:14]2[C:24]2[C:25]([O:32][CH3:33])=[N:26][C:27]([O:30][CH3:31])=[CH:28][CH:29]=2)[CH2:11][CH2:10][C:7]2[CH:8]=[CH:9][C:4]([C:3]([OH:40])=[O:2])=[CH:5][CH:6]=2)[CH2:39][CH2:38][CH2:37][CH2:36][CH2:35]1, predict the reactants needed to synthesize it. The reactants are: C[O:2][C:3](=[O:40])[C:4]1[CH:9]=[CH:8][C:7]([CH2:10][CH2:11][CH:12]([CH:34]2[CH2:39][CH2:38][CH2:37][CH2:36][CH2:35]2)[N:13]2[C:17]3[CH:18]=[C:19]([F:23])[C:20]([F:22])=[CH:21][C:16]=3[N:15]=[C:14]2[C:24]2[C:25]([O:32][CH3:33])=[N:26][C:27]([O:30][CH3:31])=[CH:28][CH:29]=2)=[CH:6][CH:5]=1.O.O.[OH-].[Li+].Cl. (5) Given the product [ClH:1].[ClH:1].[CH3:21][N:20]([CH3:22])[C:12]1([C:15]2[S:16][CH:17]=[CH:18][CH:19]=2)[CH2:13][CH2:14][NH:9][CH2:10][CH2:11]1, predict the reactants needed to synthesize it. The reactants are: [ClH:1].C(OC([N:9]1[CH2:14][CH2:13][C:12]([N:20]([CH3:22])[CH3:21])([C:15]2[S:16][CH:17]=[CH:18][CH:19]=2)[CH2:11][CH2:10]1)=O)(C)(C)C.CCOC(C)=O.CCCCCC.